From a dataset of Reaction yield outcomes from USPTO patents with 853,638 reactions. Predict the reaction yield, written as a fraction of the theoretical maximum amount of product (1.0 means a 100% yield; for example, 0.34 means a 34% yield). (1) The reactants are [OH:1][C:2]1[C:3](=[O:32])[N:4]([C:25]2[N:26]=[N:27][C:28]([CH3:31])=[CH:29][CH:30]=2)[CH:5]([C:16]2[CH:21]=[CH:20][C:19]([CH:22]([CH3:24])[CH3:23])=[CH:18][CH:17]=2)[C:6]=1[C:7](=O)[C:8]1[CH:13]=[CH:12][C:11]([CH3:14])=[CH:10][CH:9]=1.Cl.[NH2:34][OH:35]. No catalyst specified. The product is [OH:1][C:2]1[C:3](=[O:32])[N:4]([C:25]2[N:26]=[N:27][C:28]([CH3:31])=[CH:29][CH:30]=2)[CH:5]([C:16]2[CH:21]=[CH:20][C:19]([CH:22]([CH3:24])[CH3:23])=[CH:18][CH:17]=2)[C:6]=1[C:7](=[N:34][OH:35])[C:8]1[CH:9]=[CH:10][C:11]([CH3:14])=[CH:12][CH:13]=1. The yield is 0.560. (2) The reactants are [Cl:1][C:2]1[CH:36]=[CH:35][C:5]([CH2:6][CH2:7][NH:8][C:9]([C:11]2[CH:34]=[CH:33][C:14]([O:15][C:16]3[CH:21]=[CH:20][C:19]([CH2:22][C:23]([O:25]CC)=[O:24])=[CH:18][C:17]=3[C:28]3[S:29][CH:30]=[CH:31][CH:32]=3)=[CH:13][CH:12]=2)=[O:10])=[CH:4][CH:3]=1.[OH-].[Na+].O. The catalyst is O1CCOCC1.C(OCC)(=O)C.Cl. The product is [Cl:1][C:2]1[CH:3]=[CH:4][C:5]([CH2:6][CH2:7][NH:8][C:9]([C:11]2[CH:34]=[CH:33][C:14]([O:15][C:16]3[CH:21]=[CH:20][C:19]([CH2:22][C:23]([OH:25])=[O:24])=[CH:18][C:17]=3[C:28]3[S:29][CH:30]=[CH:31][CH:32]=3)=[CH:13][CH:12]=2)=[O:10])=[CH:35][CH:36]=1. The yield is 0.370. (3) The reactants are [Br:1][C:2]1[CH:3]=[C:4]2[C:8](=[CH:9][CH:10]=1)[NH:7][CH:6]=[C:5]2[CH:11]([CH3:13])[CH3:12].I[C:15]1[CH:20]=[CH:19][CH:18]=[CH:17][CH:16]=1.C(=O)([O-])[O-].[K+].[K+].[OH-].[Na+]. The catalyst is [Cu]Br.C([O-])(=O)C.[Cu+2].C([O-])(=O)C. The product is [Br:1][C:2]1[CH:3]=[C:4]2[C:8](=[CH:9][CH:10]=1)[N:7]([C:15]1[CH:20]=[CH:19][CH:18]=[CH:17][CH:16]=1)[CH:6]=[C:5]2[CH:11]([CH3:13])[CH3:12]. The yield is 0.689. (4) The reactants are [CH3:1][NH:2][C:3]1[CH:8]=[CH:7][C:6]([N+:9]([O-:11])=[O:10])=[CH:5][CH:4]=1.C(O)(=O)C.[O-:16][C:17]#[N:18].[Na+]. The catalyst is O1CCCC1. The product is [CH3:1][N:2]([C:3]1[CH:4]=[CH:5][C:6]([N+:9]([O-:11])=[O:10])=[CH:7][CH:8]=1)[C:17]([NH2:18])=[O:16]. The yield is 0.250. (5) The product is [C:22]([O:26][C:27]([N:29]1[CH2:47][CH2:46][N:32]2[C:33](=[O:45])[C:34]3[C:39]([C@@H:31]2[CH2:30]1)=[CH:38][C:37]([NH:48][C:49]1[CH:54]=[CH:53][CH:52]=[CH:51][CH:50]=1)=[CH:36][C:35]=3[C:41]([F:44])([F:43])[F:42])=[O:28])([CH3:25])([CH3:24])[CH3:23]. The reactants are C(P(C(C)(C)C)C1C=CC=CC=1C1C=CC=CC=1)(C)(C)C.[C:22]([O:26][C:27]([N:29]1[CH2:47][CH2:46][N:32]2[C:33](=[O:45])[C:34]3[C:39]([C@@H:31]2[CH2:30]1)=[CH:38][C:37](Br)=[CH:36][C:35]=3[C:41]([F:44])([F:43])[F:42])=[O:28])([CH3:25])([CH3:24])[CH3:23].[NH2:48][C:49]1[CH:54]=[CH:53][CH:52]=[CH:51][CH:50]=1.CC(C)([O-])C.[Na+]. The yield is 0.550. The catalyst is C1(C)C=CC=CC=1.[Pd].[Pd].C(=CC(C=CC1C=CC=CC=1)=O)C1C=CC=CC=1.C(=CC(C=CC1C=CC=CC=1)=O)C1C=CC=CC=1.C(=CC(C=CC1C=CC=CC=1)=O)C1C=CC=CC=1. (6) The reactants are [Cl:1][C:2]1[CH:3]=[C:4]([S:9](Cl)(=[O:11])=[O:10])[CH:5]=[CH:6][C:7]=1[F:8].[OH-].[NH4+:14]. The catalyst is C(Cl)Cl. The product is [Cl:1][C:2]1[CH:3]=[C:4]([S:9]([NH2:14])(=[O:11])=[O:10])[CH:5]=[CH:6][C:7]=1[F:8]. The yield is 0.682.